Dataset: Catalyst prediction with 721,799 reactions and 888 catalyst types from USPTO. Task: Predict which catalyst facilitates the given reaction. (1) Reactant: CS(O[C@H:6]1[CH2:9][C@H:8]([NH:10][C:11]([O:13][C:14]([CH3:17])([CH3:16])[CH3:15])=[O:12])[CH2:7]1)(=O)=O.[N-:18]=[N+:19]=[N-:20].[Na+]. Product: [C:14]([O:13][C:11](=[O:12])[NH:10][C@H:8]1[CH2:9][C@@H:6]([N:18]=[N+:19]=[N-:20])[CH2:7]1)([CH3:17])([CH3:16])[CH3:15]. The catalyst class is: 18. (2) Reactant: [C@@H:1]1([O:11][CH2:12][CH2:13][N:14]([CH2:27][CH2:28][O:29][C@@H:30]2[O:38][C@@H:37]([CH3:39])[C@@H:35]([OH:36])[C@@H:33]([OH:34])[C@@H:31]2[OH:32])[CH2:15][C:16]([NH:18][CH2:19][CH2:20][CH2:21][CH2:22][CH2:23][C:24]([OH:26])=[O:25])=[O:17])[O:9][C@@H:8]([CH3:10])[C@@H:6]([OH:7])[C@@H:4]([OH:5])[C@@H:2]1[OH:3].[B-](F)(F)(F)F.CN(C(O[N:53]1[C:58](=[O:59])[CH2:57][CH2:56][C:54]1=[O:55])=[N+](C)C)C.CCOC(C)=O.CO.C(#N)C.O. Product: [C@@H:30]1([O:29][CH2:28][CH2:27][N:14]([CH2:13][CH2:12][O:11][C@@H:1]2[O:9][C@@H:8]([CH3:10])[C@@H:6]([OH:7])[C@@H:4]([OH:5])[C@@H:2]2[OH:3])[CH2:15][C:16]([NH:18][CH2:19][CH2:20][CH2:21][CH2:22][CH2:23][C:24]([O:26][N:53]2[C:58](=[O:59])[CH2:57][CH2:56][C:54]2=[O:55])=[O:25])=[O:17])[O:38][C@@H:37]([CH3:39])[C@@H:35]([OH:36])[C@@H:33]([OH:34])[C@@H:31]1[OH:32]. The catalyst class is: 3. (3) Reactant: C1(O)C=CC=CC=1.[CH2:8]([C:15]1[O:16][C:17]2[CH:30]=[CH:29][CH:28]=[CH:27][C:18]=2[C:19]=1[C:20]1[CH:25]=[CH:24][C:23]([OH:26])=[CH:22][CH:21]=1)[C:9]1[CH:14]=[CH:13][CH:12]=[CH:11][CH:10]=1.C(N(CC)CC)C.C1C=CC(N([S:45]([C:48]([F:51])([F:50])[F:49])(=[O:47])=[O:46])[S:45]([C:48]([F:51])([F:50])[F:49])(=[O:47])=[O:46])=CC=1. Product: [CH2:8]([C:15]1[O:16][C:17]2[CH:30]=[CH:29][CH:28]=[CH:27][C:18]=2[C:19]=1[C:20]1[CH:25]=[CH:24][C:23]([O:26][S:45]([C:48]([F:51])([F:50])[F:49])(=[O:47])=[O:46])=[CH:22][CH:21]=1)[C:9]1[CH:10]=[CH:11][CH:12]=[CH:13][CH:14]=1. The catalyst class is: 34. (4) Product: [CH3:47][C:46]([CH3:48])=[CH:45][CH2:44][O:21][C:14]1[CH:13]=[C:12]([O:22][CH2:23][O:24][CH3:25])[CH:11]=[C:10]2[C:15]=1[C:16](=[O:20])[C:17]([O:18][CH3:19])=[C:8]([C:5]1[CH:4]=[CH:3][C:2]([Cl:1])=[CH:7][CH:6]=1)[O:9]2. The catalyst class is: 34. Reactant: [Cl:1][C:2]1[CH:7]=[CH:6][C:5]([C:8]2[O:9][C:10]3[C:15]([C:16](=[O:20])[C:17]=2[O:18][CH3:19])=[C:14]([OH:21])[CH:13]=[C:12]([O:22][CH2:23][O:24][CH3:25])[CH:11]=3)=[CH:4][CH:3]=1.[OH-].C([N+](CCCC)(CCCC)CCCC)CCC.[CH2:44](Br)[CH:45]=[C:46]([CH3:48])[CH3:47]. (5) Reactant: [C:1]([O:5][C:6]([N:8]1[C:16]2[C:11](=[CH:12][CH:13]=[CH:14][CH:15]=2)[C:10](Br)=[CH:9]1)=[O:7])([CH3:4])([CH3:3])[CH3:2].[B:18]1([B:18]2[O:22][C:21]([CH3:24])([CH3:23])[C:20]([CH3:26])([CH3:25])[O:19]2)[O:22][C:21]([CH3:24])([CH3:23])[C:20]([CH3:26])([CH3:25])[O:19]1.C(=O)([O-])[O-].[K+].[K+]. Product: [C:1]([O:5][C:6]([N:8]1[C:16]2[C:11](=[CH:12][CH:13]=[CH:14][CH:15]=2)[C:10]([B:18]2[O:22][C:21]([CH3:24])([CH3:23])[C:20]([CH3:26])([CH3:25])[O:19]2)=[CH:9]1)=[O:7])([CH3:4])([CH3:3])[CH3:2]. The catalyst class is: 516.